This data is from Reaction yield outcomes from USPTO patents with 853,638 reactions. The task is: Predict the reaction yield, written as a fraction of the theoretical maximum amount of product (1.0 means a 100% yield; for example, 0.34 means a 34% yield). The reactants are [Si]([O:8][C@@H:9]1[C@@:37]2([CH3:38])[C:13](=[CH:14][CH:15]=[C:16]3[C@@H:36]2[CH2:35][CH2:34][C@@:33]2([CH3:39])[C@H:17]3[CH2:18][CH:19]=[C:20]2[C@H:21]([CH2:23][CH2:24][C:25]#[C:26][C:27]([CH2:31][CH3:32])([OH:30])[CH2:28][CH3:29])[CH3:22])[CH2:12][C@@H:11]([O:40][Si](C(C)(C)C)(C)C)[CH2:10]1)(C(C)(C)C)(C)C.[F-].C([N+](CCCC)(CCCC)CCCC)CCC. The catalyst is O1CCCC1.C(OCC)(=O)C. The product is [OH:8][C@@H:9]1[C@@:37]2([CH3:38])[C:13](=[CH:14][CH:15]=[C:16]3[C@@H:36]2[CH2:35][CH2:34][C@@:33]2([CH3:39])[C@H:17]3[CH2:18][CH:19]=[C:20]2[C@H:21]([CH2:23][CH2:24][C:25]#[C:26][C:27]([CH2:28][CH3:29])([OH:30])[CH2:31][CH3:32])[CH3:22])[CH2:12][C@@H:11]([OH:40])[CH2:10]1. The yield is 0.920.